Dataset: Full USPTO retrosynthesis dataset with 1.9M reactions from patents (1976-2016). Task: Predict the reactants needed to synthesize the given product. Given the product [Cl:16][C:17]1[CH:22]=[CH:21][C:20]([C:2]2[N:6]([CH3:7])[CH:5]=[N:4][C:3]=2[C:8]2[CH:13]=[C:12]([C:14]#[N:15])[CH:11]=[CH:10][N:9]=2)=[CH:19][C:18]=1[O:26][CH3:27], predict the reactants needed to synthesize it. The reactants are: Br[C:2]1[N:6]([CH3:7])[CH:5]=[N:4][C:3]=1[C:8]1[CH:13]=[C:12]([C:14]#[N:15])[CH:11]=[CH:10][N:9]=1.[Cl:16][C:17]1[CH:22]=[CH:21][C:20](B(O)O)=[CH:19][C:18]=1[O:26][CH3:27].